This data is from Reaction yield outcomes from USPTO patents with 853,638 reactions. The task is: Predict the reaction yield, written as a fraction of the theoretical maximum amount of product (1.0 means a 100% yield; for example, 0.34 means a 34% yield). (1) The reactants are Br[C:2]1[CH:3]=[C:4]([C:10]([O:12][CH3:13])=[O:11])[S:5][C:6]=1[CH2:7][CH2:8][CH3:9].C(=O)([O-])[O-].[K+].[K+].[CH3:20][N:21]1[C:25](B2OC(C)(C)C(C)(C)O2)=[CH:24][CH:23]=[N:22]1. The catalyst is CC(C)([P](C(C)(C)C)([Pd][P](C(C)(C)C)(C(C)(C)C)C(C)(C)C)C(C)(C)C)C. The product is [CH3:20][N:21]1[C:25]([C:2]2[CH:3]=[C:4]([C:10]([O:12][CH3:13])=[O:11])[S:5][C:6]=2[CH2:7][CH2:8][CH3:9])=[CH:24][CH:23]=[N:22]1. The yield is 0.990. (2) The reactants are [CH2:1]([N:8]1[CH2:17][CH2:16][C:15]2[C:14](Cl)=[N:13][C:12]([CH2:19][O:20][CH3:21])=[N:11][C:10]=2[CH2:9]1)[C:2]1[CH:7]=[CH:6][CH:5]=[CH:4][CH:3]=1.[C:22]([C:26]1[CH:31]=[CH:30][C:29]([NH2:32])=[CH:28][CH:27]=1)([CH3:25])([CH3:24])[CH3:23]. The yield is 0.660. The catalyst is C(#N)C. The product is [C:22]([C:26]1[CH:27]=[CH:28][C:29]([NH:32][C:14]2[C:15]3[CH2:16][CH2:17][N:8]([CH2:1][C:2]4[CH:7]=[CH:6][CH:5]=[CH:4][CH:3]=4)[CH2:9][C:10]=3[N:11]=[C:12]([CH2:19][O:20][CH3:21])[N:13]=2)=[CH:30][CH:31]=1)([CH3:25])([CH3:23])[CH3:24].